From a dataset of Reaction yield outcomes from USPTO patents with 853,638 reactions. Predict the reaction yield, written as a fraction of the theoretical maximum amount of product (1.0 means a 100% yield; for example, 0.34 means a 34% yield). (1) The reactants are [Cl:1][C:2]1[C:31]([CH3:32])=[CH:30][C:5]2[N:6]([C:20]3[CH:25]=[CH:24][CH:23]=[C:22]([C:26]([F:29])([F:28])[F:27])[N:21]=3)[C:7]([N:9]3[CH2:14][CH2:13][CH:12]([C:15](OCC)=[O:16])[CH2:11][CH2:10]3)=[N:8][C:4]=2[CH:3]=1.[OH-].[Na+].Cl.[NH2:36][C@H:37]1[CH2:41][O:40][CH2:39][C@@H:38]1[OH:42].C(N(CC)C(C)C)(C)C.F[P-](F)(F)(F)(F)F.N1(OC(N(C)C)=[N+](C)C)C2N=CC=CC=2N=N1. The catalyst is C(O)C.CN(C)C=O. The product is [Cl:1][C:2]1[C:31]([CH3:32])=[CH:30][C:5]2[N:6]([C:20]3[CH:25]=[CH:24][CH:23]=[C:22]([C:26]([F:29])([F:27])[F:28])[N:21]=3)[C:7]([N:9]3[CH2:14][CH2:13][CH:12]([C:15]([NH:36][C@@H:37]4[C@@H:38]([OH:42])[CH2:39][O:40][CH2:41]4)=[O:16])[CH2:11][CH2:10]3)=[N:8][C:4]=2[CH:3]=1. The yield is 0.850. (2) The reactants are [C:1]([CH:5]1[CH2:10][CH2:9][CH:8]([O:11][C:12]2[CH:13]=[C:14]3[C:18](=[CH:19][CH:20]=2)[NH:17][CH2:16][CH2:15]3)[CH2:7][CH2:6]1)([CH3:4])([CH3:3])[CH3:2].C1C=C2N=NN(O)C2=CC=1.O.[C:32]([O:36][C:37](=[O:51])[CH2:38][CH:39]([NH:43][C:44]([O:46][C:47]([CH3:50])([CH3:49])[CH3:48])=[O:45])[C:40](O)=[O:41])([CH3:35])([CH3:34])[CH3:33].Cl.CN(C)CCCN=C=NCC. The catalyst is CN(C)C=O.CCOCC. The product is [C:32]([O:36][C:37](=[O:51])[CH2:38][CH:39]([NH:43][C:44]([O:46][C:47]([CH3:50])([CH3:49])[CH3:48])=[O:45])[C:40]([N:17]1[C:18]2[C:14](=[CH:13][C:12]([O:11][C@H:8]3[CH2:9][CH2:10][C@H:5]([C:1]([CH3:4])([CH3:2])[CH3:3])[CH2:6][CH2:7]3)=[CH:20][CH:19]=2)[CH2:15][CH2:16]1)=[O:41])([CH3:35])([CH3:34])[CH3:33]. The yield is 1.00. (3) The reactants are Cl[C:2]1[N:7]=[C:6]([N:8]2[CH2:13][CH2:12][O:11][CH2:10][CH2:9]2)[N:5]=[C:4]([N:14]2[CH2:19][CH2:18][O:17][CH2:16][CH2:15]2)[N:3]=1.CC1(C)C(C)(C)OB([C:28]2[CH:33]=[CH:32][C:31]([CH2:34][C:35]([OH:37])=[O:36])=[CH:30][CH:29]=2)O1.C(=O)([O-])[O-].[Na+].[Na+]. The catalyst is COCCOC.C(OCC)(=O)C.C1C=CC([P]([Pd]([P](C2C=CC=CC=2)(C2C=CC=CC=2)C2C=CC=CC=2)([P](C2C=CC=CC=2)(C2C=CC=CC=2)C2C=CC=CC=2)[P](C2C=CC=CC=2)(C2C=CC=CC=2)C2C=CC=CC=2)(C2C=CC=CC=2)C2C=CC=CC=2)=CC=1. The product is [O:17]1[CH2:18][CH2:19][N:14]([C:4]2[N:5]=[C:6]([N:8]3[CH2:13][CH2:12][O:11][CH2:10][CH2:9]3)[N:7]=[C:2]([C:28]3[CH:33]=[CH:32][C:31]([CH2:34][C:35]([OH:37])=[O:36])=[CH:30][CH:29]=3)[N:3]=2)[CH2:15][CH2:16]1. The yield is 0.180. (4) The reactants are [Br:1][C:2]1[CH:9]=[C:8]([F:10])[CH:7]=[C:6]([N:11]2[CH2:22][CH2:21][N:20]3[C:13](=[CH:14][C:15]4[CH2:16][C:17]([CH3:24])([CH3:23])[CH2:18][C:19]=43)[C:12]2=[O:25])[C:3]=1[CH:4]=[O:5].C([OH:30])(C)(C)C.CC(=CC)C.[O-]Cl=O.[Na+]. The catalyst is O.ClCCl. The product is [Br:1][C:2]1[CH:9]=[C:8]([F:10])[CH:7]=[C:6]([N:11]2[CH2:22][CH2:21][N:20]3[C:13](=[CH:14][C:15]4[CH2:16][C:17]([CH3:23])([CH3:24])[CH2:18][C:19]=43)[C:12]2=[O:25])[C:3]=1[C:4]([OH:30])=[O:5]. The yield is 0.840. (5) The reactants are I[C:2]1[CH:7]=[C:6]([S:8]([CH3:11])(=[O:10])=[O:9])[CH:5]=[C:4]([I:12])[C:3]=1[OH:13].[CH:14]#[C:15][CH2:16][CH3:17]. The catalyst is N1C=CC=CC=1.Cl. The product is [CH2:16]([C:15]1[O:13][C:3]2[C:4]([I:12])=[CH:5][C:6]([S:8]([CH3:11])(=[O:10])=[O:9])=[CH:7][C:2]=2[CH:14]=1)[CH3:17]. The yield is 0.480.